This data is from Forward reaction prediction with 1.9M reactions from USPTO patents (1976-2016). The task is: Predict the product of the given reaction. (1) Given the reactants [BH4-].[Na+].[Cl:3][C:4]1[CH:9]=[C:8]([CH:10]=[O:11])[C:7]([O:12][C:13]([F:16])([F:15])[F:14])=[CH:6][N:5]=1, predict the reaction product. The product is: [Cl:3][C:4]1[CH:9]=[C:8]([CH2:10][OH:11])[C:7]([O:12][C:13]([F:14])([F:15])[F:16])=[CH:6][N:5]=1. (2) Given the reactants [N+:1]([C:4]1[C:5]([NH:13][C@H:14]2[CH2:19][CH2:18][C@H:17]([CH2:20][C:21]([O:23][CH2:24][CH3:25])=[O:22])[CH2:16][CH2:15]2)=[C:6]2[S:12][CH:11]=[CH:10][C:7]2=[N:8][CH:9]=1)([O-])=O, predict the reaction product. The product is: [NH2:1][C:4]1[C:5]([NH:13][C@H:14]2[CH2:15][CH2:16][C@H:17]([CH2:20][C:21]([O:23][CH2:24][CH3:25])=[O:22])[CH2:18][CH2:19]2)=[C:6]2[S:12][CH:11]=[CH:10][C:7]2=[N:8][CH:9]=1. (3) Given the reactants C([O:8][C:9]1[CH:14]=[CH:13][C:12]([C:15]2[N:19]([C:20]3[CH:25]=[CH:24][C:23]([Cl:26])=[CH:22][C:21]=3[Cl:27])[N:18]=[C:17]([C:28]([NH:30][C:31]3[CH:36]=[CH:35][C:34]([C:37]([F:40])([F:39])[F:38])=[CH:33][N:32]=3)=[O:29])[C:16]=2[CH3:41])=[CH:11][CH:10]=1)C1C=CC=CC=1.C(O)C, predict the reaction product. The product is: [Cl:27][C:21]1[CH:22]=[C:23]([Cl:26])[CH:24]=[CH:25][C:20]=1[N:19]1[C:15]([C:12]2[CH:11]=[CH:10][C:9]([OH:8])=[CH:14][CH:13]=2)=[C:16]([CH3:41])[C:17]([C:28]([NH:30][C:31]2[CH:36]=[CH:35][C:34]([C:37]([F:38])([F:40])[F:39])=[CH:33][N:32]=2)=[O:29])=[N:18]1. (4) Given the reactants [NH2:1][C:2]1[CH:7]=[CH:6][C:5]([C:8]2[CH2:13][S:12][C:11]3=[N:14][N:15]=[C:16]([C:17]4[CH:22]=[CH:21][CH:20]=[CH:19][C:18]=4[O:23][CH3:24])[N:10]3[N:9]=2)=[CH:4][CH:3]=1.[CH3:25][C:26]([CH3:28])=O.C([BH3-])#N.[Na+], predict the reaction product. The product is: [CH:26]([NH:1][C:2]1[CH:7]=[CH:6][C:5]([C:8]2[CH2:13][S:12][C:11]3=[N:14][N:15]=[C:16]([C:17]4[CH:22]=[CH:21][CH:20]=[CH:19][C:18]=4[O:23][CH3:24])[N:10]3[N:9]=2)=[CH:4][CH:3]=1)([CH3:28])[CH3:25]. (5) Given the reactants C(Cl)(=O)C(Cl)=O.[CH3:7][N:8]1[C:12]([C:13]([OH:15])=O)=[CH:11][CH:10]=[N:9]1.[Cl:16][C:17]1[C:18]([NH2:24])=[N:19][C:20]([NH2:23])=[CH:21][N:22]=1, predict the reaction product. The product is: [NH2:24][C:18]1[N:19]=[C:20]([NH:23][C:13]([C:12]2[N:8]([CH3:7])[N:9]=[CH:10][CH:11]=2)=[O:15])[CH:21]=[N:22][C:17]=1[Cl:16]. (6) Given the reactants Cl[C:2]1[N:3]=[CH:4][CH:5]=[C:6]2[C:11]=1[N:10]=[C:9]([CH3:12])[CH:8]=[CH:7]2.[NH2:13][C:14]1[CH:19]=[CH:18][C:17]([Cl:20])=[CH:16][N:15]=1, predict the reaction product. The product is: [Cl:20][C:17]1[CH:18]=[CH:19][C:14]([NH:13][C:2]2[N:3]=[CH:4][CH:5]=[C:6]3[C:11]=2[N:10]=[C:9]([CH3:12])[CH:8]=[CH:7]3)=[N:15][CH:16]=1. (7) Given the reactants [N-:1]=[N+:2]=[N-:3].[Na+].[C:5]([O:9][C:10]([N:12]1[CH2:16][C@H:15](OS(C)(=O)=O)[CH2:14][C@@H:13]1[CH2:22][C:23]1[C:31]2[C:26](=[CH:27][CH:28]=[CH:29][CH:30]=2)[NH:25][C:24]=1[CH3:32])=[O:11])([CH3:8])([CH3:7])[CH3:6], predict the reaction product. The product is: [C:5]([O:9][C:10]([N:12]1[CH2:16][C@@H:15]([N:1]=[N+:2]=[N-:3])[CH2:14][C@@H:13]1[CH2:22][C:23]1[C:31]2[C:26](=[CH:27][CH:28]=[CH:29][CH:30]=2)[NH:25][C:24]=1[CH3:32])=[O:11])([CH3:8])([CH3:7])[CH3:6].